This data is from Catalyst prediction with 721,799 reactions and 888 catalyst types from USPTO. The task is: Predict which catalyst facilitates the given reaction. (1) Reactant: [C:1]([C:5]1[N:10]=[C:9]2[N:11](CC3C=CC(OC)=CC=3)[N:12]=[CH:13][C:8]2=[C:7]([N:23]2[CH2:27][CH2:26][C@H:25]([OH:28])[CH2:24]2)[N:6]=1)([CH3:4])([CH3:3])[CH3:2].C(O)(C(F)(F)F)=O.CS(O)(=O)=O. Product: [C:1]([C:5]1[N:10]=[C:9]2[NH:11][N:12]=[CH:13][C:8]2=[C:7]([N:23]2[CH2:27][CH2:26][C@H:25]([OH:28])[CH2:24]2)[N:6]=1)([CH3:4])([CH3:2])[CH3:3]. The catalyst class is: 2. (2) Reactant: [CH3:1][C:2]1[CH:6]=[C:5]([CH3:7])[NH:4][N:3]=1.Cl[S:9]([C:12]1[N:16]=[CH:15][N:14]([C:17](=[O:21])[N:18]([CH3:20])[CH3:19])[N:13]=1)(=[O:11])=[O:10].C(=O)([O-])[O-].[K+].[K+]. Product: [CH3:1][C:2]1[CH:6]=[C:5]([CH3:7])[N:4]([S:9]([C:12]2[N:16]=[CH:15][N:14]([C:17](=[O:21])[N:18]([CH3:19])[CH3:20])[N:13]=2)(=[O:10])=[O:11])[N:3]=1. The catalyst class is: 10. (3) Reactant: [CH3:1][C:2]1([CH3:22])[CH:11]=[C:10]([CH3:12])[C:9]2[C:4](=[CH:5][CH:6]=[C:7](B3OC(C)(C)C(C)(C)O3)[CH:8]=2)[NH:3]1.[Cl:23][C:24]1[C:29](I)=[CH:28][CH:27]=[CH:26][C:25]=1[OH:31].CC([O-])=O.[K+]. Product: [Cl:23][C:24]1[C:29]([C:7]2[CH:8]=[C:9]3[C:4](=[CH:5][CH:6]=2)[NH:3][C:2]([CH3:1])([CH3:22])[CH:11]=[C:10]3[CH3:12])=[CH:28][CH:27]=[CH:26][C:25]=1[OH:31]. The catalyst class is: 140. (4) Reactant: C([N:8](CC1C=CC=CC=1)[C@H:9]1[CH2:14][CH2:13][C@@H:12]([N:15]2[CH2:20][CH2:19][C:18]([CH3:22])([CH3:21])[CH2:17][CH2:16]2)[CH2:11][CH2:10]1)C1C=CC=CC=1. Product: [CH3:21][C:18]1([CH3:22])[CH2:19][CH2:20][N:15]([CH:12]2[CH2:13][CH2:14][CH:9]([NH2:8])[CH2:10][CH2:11]2)[CH2:16][CH2:17]1. The catalyst class is: 19. (5) Product: [Cl:1][C:2]1[N:7]=[C:6]([CH2:8][C:15]([C:14]2[CH:20]=[CH:21][C:11]([O:10][CH3:9])=[CH:12][CH:13]=2)=[O:16])[CH:5]=[CH:4][CH:3]=1. Reactant: [Cl:1][C:2]1[N:7]=[C:6]([CH3:8])[CH:5]=[CH:4][CH:3]=1.[CH3:9][O:10][C:11]1[CH:21]=[CH:20][C:14]([C:15](OCC)=[O:16])=[CH:13][CH:12]=1.C[Si]([N-][Si](C)(C)C)(C)C.[Li+]. The catalyst class is: 7. (6) Product: [CH3:44][N:45]1[CH2:51][CH2:50][CH2:49][N:48]([CH2:35][C:31]2[CH:30]=[C:29]([CH:34]=[CH:33][CH:32]=2)[C:28]([NH:27][C:16]2[CH:17]=[CH:18][C:19]([N:21]3[CH2:26][CH2:25][CH2:24][CH2:23][CH2:22]3)=[CH:20][C:15]=2[C:11]2[CH:10]=[C:9]([CH:14]=[CH:13][N:12]=2)[C:8]([NH:7][CH2:6][C:5]2[CH:39]=[CH:40][CH:41]=[C:3]([C:2]([F:43])([F:42])[F:1])[CH:4]=2)=[O:38])=[O:37])[CH2:47][CH2:46]1. Reactant: [F:1][C:2]([F:43])([F:42])[C:3]1[CH:4]=[C:5]([CH:39]=[CH:40][CH:41]=1)[CH2:6][NH:7][C:8](=[O:38])[C:9]1[CH:14]=[CH:13][N:12]=[C:11]([C:15]2[CH:20]=[C:19]([N:21]3[CH2:26][CH2:25][CH2:24][CH2:23][CH2:22]3)[CH:18]=[CH:17][C:16]=2[NH:27][C:28](=[O:37])[C:29]2[CH:34]=[CH:33][CH:32]=[C:31]([CH2:35]Br)[CH:30]=2)[CH:10]=1.[CH3:44][N:45]1[CH2:51][CH2:50][CH2:49][NH:48][CH2:47][CH2:46]1.C(=O)([O-])[O-].[K+].[K+]. The catalyst class is: 35.